This data is from Reaction yield outcomes from USPTO patents with 853,638 reactions. The task is: Predict the reaction yield, written as a fraction of the theoretical maximum amount of product (1.0 means a 100% yield; for example, 0.34 means a 34% yield). (1) The reactants are [CH2:1]([O:3][C:4](=[O:14])[CH2:5][CH2:6][C:7]1[CH:12]=[CH:11][CH:10]=[C:9]([OH:13])[CH:8]=1)[CH3:2].[Br:15]N1C(=O)CCC1=O. The catalyst is C(Cl)(Cl)Cl. The product is [CH2:1]([O:3][C:4](=[O:14])[CH2:5][CH2:6][C:7]1[CH:12]=[CH:11][C:10]([Br:15])=[C:9]([OH:13])[CH:8]=1)[CH3:2]. The yield is 0.160. (2) The reactants are [Br:1][C:2]1[CH:3]=[C:4]2[C:9](=[CH:10][CH:11]=1)[C:8](=[O:12])[NH:7][C:6](=[O:13])/[C:5]/2=[CH:14]/OC.[CH3:17][N:18]([CH3:31])[CH2:19][CH2:20][S:21]([C:24]1[CH:29]=[CH:28][C:27]([NH2:30])=[CH:26][CH:25]=1)(=[O:23])=[O:22].C(N(CC)CC)C. The catalyst is CN(C)C=O. The product is [Br:1][C:2]1[CH:3]=[C:4]2[C:9](=[CH:10][CH:11]=1)[C:8](=[O:12])[NH:7][C:6](=[O:13])/[C:5]/2=[CH:14]\[NH:30][C:27]1[CH:26]=[CH:25][C:24]([S:21]([CH2:20][CH2:19][N:18]([CH3:31])[CH3:17])(=[O:23])=[O:22])=[CH:29][CH:28]=1. The yield is 0.360. (3) The reactants are [NH2:1][C:2]1[CH:3]=[C:4]([C:8]2[S:12][C:11]([C:13]3[CH:14]=[C:15]4[C:19](=[CH:20][CH:21]=3)[C:18](=[O:22])[N:17]([CH3:23])[CH2:16]4)=[CH:10][CH:9]=2)[CH:5]=[N:6][CH:7]=1.[N:24]1[CH:29]=[CH:28][CH:27]=[CH:26][C:25]=1[S:30](Cl)(=[O:32])=[O:31]. No catalyst specified. The product is [CH3:23][N:17]1[CH2:16][C:15]2[C:19](=[CH:20][CH:21]=[C:13]([C:11]3[S:12][C:8]([C:4]4[CH:3]=[C:2]([NH:1][S:30]([C:25]5[CH:26]=[CH:27][CH:28]=[CH:29][N:24]=5)(=[O:32])=[O:31])[CH:7]=[N:6][CH:5]=4)=[CH:9][CH:10]=3)[CH:14]=2)[C:18]1=[O:22]. The yield is 0.200. (4) The reactants are [C:1]([O:5][C:6](=[O:33])[CH2:7][NH:8][C:9]([C:11]1[C:16]([O:17]CC2C=CC=CC=2)=[CH:15][C:14]([O:25]CC2C=CC=CC=2)=[CH:13][N:12]=1)=[O:10])([CH3:4])([CH3:3])[CH3:2]. The catalyst is CCO.[Pd]. The product is [C:1]([O:5][C:6](=[O:33])[CH2:7][NH:8][C:9]([C:11]1[C:16]([OH:17])=[CH:15][C:14]([OH:25])=[CH:13][N:12]=1)=[O:10])([CH3:4])([CH3:2])[CH3:3]. The yield is 0.660. (5) The reactants are [CH3:1][O:2][C:3]([C:5]1[C:13]([NH:14][C:15]2[CH:20]=[CH:19][C:18]([Br:21])=[CH:17][C:16]=2[Cl:22])=[C:12]([F:23])[C:8]2[N:9]=[CH:10][NH:11][C:7]=2[CH:6]=1)=[O:4].C([O-])([O-])=O.[K+].[K+].[CH:30]([S:32]([CH3:35])(=[O:34])=[O:33])=[CH2:31]. The catalyst is CN(C=O)C.C(OCC)(=O)C.O. The product is [CH3:1][O:2][C:3]([C:5]1[C:13]([NH:14][C:15]2[CH:20]=[CH:19][C:18]([Br:21])=[CH:17][C:16]=2[Cl:22])=[C:12]([F:23])[C:8]2[N:9]=[CH:10][N:11]([CH2:31][CH2:30][S:32]([CH3:35])(=[O:34])=[O:33])[C:7]=2[CH:6]=1)=[O:4]. The yield is 0.590. (6) The reactants are [CH3:1][N:2]([CH3:23])[C:3]([C:5]1[CH:6]=[C:7]([O:15][CH2:16][C:17]2[CH:22]=[CH:21][CH:20]=[CH:19][CH:18]=2)[C:8]2[N:12]=[C:11]([CH3:13])[NH:10][C:9]=2[CH:14]=1)=[O:4].[H-].[Na+].[CH3:26][C:27]1[CH:32]=[CH:31][C:30]([S:33](Cl)(=[O:35])=[O:34])=[CH:29][CH:28]=1.O. The catalyst is CN(C)C=O. The product is [CH3:23][N:2]([CH3:1])[C:3]([C:5]1[CH:6]=[C:7]([O:15][CH2:16][C:17]2[CH:22]=[CH:21][CH:20]=[CH:19][CH:18]=2)[C:8]2[N:12]=[C:11]([CH3:13])[N:10]([S:33]([C:30]3[CH:31]=[CH:32][C:27]([CH3:26])=[CH:28][CH:29]=3)(=[O:35])=[O:34])[C:9]=2[CH:14]=1)=[O:4]. The yield is 0.720.